Dataset: TCR-epitope binding with 47,182 pairs between 192 epitopes and 23,139 TCRs. Task: Binary Classification. Given a T-cell receptor sequence (or CDR3 region) and an epitope sequence, predict whether binding occurs between them. (1) The TCR CDR3 sequence is CASSPNMGTEAFF. The epitope is SEVGPEHSLAEY. Result: 1 (the TCR binds to the epitope). (2) The epitope is KLVALGINAV. The TCR CDR3 sequence is CAISHTRELFF. Result: 0 (the TCR does not bind to the epitope). (3) The epitope is QVPLRPMTYK. The TCR CDR3 sequence is CASSQEKRGLLGDTQYF. Result: 0 (the TCR does not bind to the epitope). (4) The epitope is FLNGSCGSV. The TCR CDR3 sequence is CATSDLSGLSGELFF. Result: 1 (the TCR binds to the epitope).